From a dataset of NCI-60 drug combinations with 297,098 pairs across 59 cell lines. Regression. Given two drug SMILES strings and cell line genomic features, predict the synergy score measuring deviation from expected non-interaction effect. (1) Drug 1: C1CCN(CC1)CCOC2=CC=C(C=C2)C(=O)C3=C(SC4=C3C=CC(=C4)O)C5=CC=C(C=C5)O. Drug 2: COC1=NC(=NC2=C1N=CN2C3C(C(C(O3)CO)O)O)N. Cell line: TK-10. Synergy scores: CSS=1.20, Synergy_ZIP=2.27, Synergy_Bliss=7.20, Synergy_Loewe=3.50, Synergy_HSA=3.87. (2) Drug 2: CC1=C(C=C(C=C1)NC(=O)C2=CC=C(C=C2)CN3CCN(CC3)C)NC4=NC=CC(=N4)C5=CN=CC=C5. Drug 1: C1C(C(OC1N2C=C(C(=O)NC2=O)F)CO)O. Cell line: MALME-3M. Synergy scores: CSS=7.61, Synergy_ZIP=-1.05, Synergy_Bliss=0.0297, Synergy_Loewe=-1.70, Synergy_HSA=1.22. (3) Drug 1: C1=CN(C=N1)CC(O)(P(=O)(O)O)P(=O)(O)O. Drug 2: CC1C(C(CC(O1)OC2CC(CC3=C2C(=C4C(=C3O)C(=O)C5=C(C4=O)C(=CC=C5)OC)O)(C(=O)CO)O)N)O.Cl. Cell line: NCI-H460. Synergy scores: CSS=34.5, Synergy_ZIP=1.06, Synergy_Bliss=-0.571, Synergy_Loewe=-31.1, Synergy_HSA=-1.77. (4) Drug 1: CN(C)N=NC1=C(NC=N1)C(=O)N. Drug 2: CC12CCC3C(C1CCC2O)C(CC4=C3C=CC(=C4)O)CCCCCCCCCS(=O)CCCC(C(F)(F)F)(F)F. Cell line: DU-145. Synergy scores: CSS=9.82, Synergy_ZIP=-1.06, Synergy_Bliss=3.23, Synergy_Loewe=0.730, Synergy_HSA=1.05. (5) Drug 1: CN(CCCl)CCCl.Cl. Drug 2: C1C(C(OC1N2C=NC(=NC2=O)N)CO)O. Cell line: SW-620. Synergy scores: CSS=27.4, Synergy_ZIP=-11.4, Synergy_Bliss=-2.29, Synergy_Loewe=-0.648, Synergy_HSA=0.764. (6) Drug 1: COC1=NC(=NC2=C1N=CN2C3C(C(C(O3)CO)O)O)N. Drug 2: COC1=C2C(=CC3=C1OC=C3)C=CC(=O)O2. Cell line: NCI-H322M. Synergy scores: CSS=-1.55, Synergy_ZIP=1.33, Synergy_Bliss=0.827, Synergy_Loewe=-0.733, Synergy_HSA=-1.71. (7) Drug 1: CC(C1=C(C=CC(=C1Cl)F)Cl)OC2=C(N=CC(=C2)C3=CN(N=C3)C4CCNCC4)N. Drug 2: CC1=C(C(=O)C2=C(C1=O)N3CC4C(C3(C2COC(=O)N)OC)N4)N. Cell line: TK-10. Synergy scores: CSS=18.5, Synergy_ZIP=3.22, Synergy_Bliss=11.2, Synergy_Loewe=6.11, Synergy_HSA=11.0.